Dataset: Catalyst prediction with 721,799 reactions and 888 catalyst types from USPTO. Task: Predict which catalyst facilitates the given reaction. Reactant: [O:1]=[C:2]1[C:10](=[C:11]2[C:19]3[C:14](=[CH:15][CH:16]=[CH:17][CH:18]=3)[CH:13]([CH2:20][C:21]([OH:23])=[O:22])[O:12]2)[C:9]2[C:4](=[CH:5][CH:6]=[CH:7][CH:8]=2)[NH:3]1.[Li]CCCC.C(Cl)(=O)C(Cl)=O.O[CH2:36][CH2:37][N:38]1[CH2:43][CH2:42][O:41][CH2:40][CH2:39]1. Product: [N:38]1([CH2:37][CH2:36][O:22][C:21](=[O:23])[CH2:20][CH:13]2[C:14]3[C:19](=[CH:18][CH:17]=[CH:16][CH:15]=3)[C:11](=[C:10]3[C:9]4[C:4](=[CH:5][CH:6]=[CH:7][CH:8]=4)[NH:3][C:2]3=[O:1])[O:12]2)[CH2:43][CH2:42][O:41][CH2:40][CH2:39]1. The catalyst class is: 134.